This data is from Reaction yield outcomes from USPTO patents with 853,638 reactions. The task is: Predict the reaction yield, written as a fraction of the theoretical maximum amount of product (1.0 means a 100% yield; for example, 0.34 means a 34% yield). (1) The reactants are [OH:1][CH:2]([CH2:25][OH:26])[CH2:3][NH:4][C:5]1[N:13]=[C:12]2[C:8]([N:9]=[C:10]([O:22][CH3:23])[N:11]2[CH2:14][C:15]2[CH:16]=[N:17][C:18]([CH3:21])=[CH:19][CH:20]=2)=[C:7]([NH2:24])[N:6]=1.C(N(CC)CC)C.[C:34](OC(OC(C)(C)C)=O)(OC(C)(C)C)=[O:35]. The catalyst is CN(C)C=O. The product is [CH3:23][O:22][C:10]1[N:11]([CH2:14][C:15]2[CH:16]=[N:17][C:18]([CH3:21])=[CH:19][CH:20]=2)[C:12]2[C:8]([N:9]=1)=[C:7]([NH2:24])[N:6]=[C:5]([NH:4][CH2:3][CH:2]1[CH2:25][O:26][C:34](=[O:35])[O:1]1)[N:13]=2. The yield is 0.260. (2) The reactants are [CH3:1][N:2]1[C:6]([C:7]2[C:12]([F:13])=[CH:11][N:10]=[C:9]([NH2:14])[N:8]=2)=[CH:5][N:4]=[C:3]1[CH3:15].[CH3:16][S:17]([C:20]1[CH:25]=[CH:24][C:23](Br)=[CH:22][C:21]=1[Cl:27])(=[O:19])=[O:18]. No catalyst specified. The product is [Cl:27][C:21]1[CH:22]=[C:23]([NH:14][C:9]2[N:8]=[C:7]([C:6]3[N:2]([CH3:1])[C:3]([CH3:15])=[N:4][CH:5]=3)[C:12]([F:13])=[CH:11][N:10]=2)[CH:24]=[CH:25][C:20]=1[S:17]([CH3:16])(=[O:19])=[O:18]. The yield is 0.270. (3) The reactants are [CH3:1][CH:2]([N:4]1[CH2:9][CH2:8][CH:7]([CH2:10][N:11]2[C:19]3[C:14](=[CH:15][CH:16]=[CH:17][CH:18]=3)[C:13]3([CH2:23][O:22][C:21]4[CH:24]=[C:25]5[C:29](=[CH:30][C:20]3=4)[CH2:28][CH2:27][O:26]5)[C:12]2=[O:31])[CH2:6][CH2:5]1)[CH3:3].[ClH:32].O1CCOCC1. The catalyst is CO. The product is [ClH:32].[CH3:3][CH:2]([N:4]1[CH2:9][CH2:8][CH:7]([CH2:10][N:11]2[C:19]3[C:14](=[CH:15][CH:16]=[CH:17][CH:18]=3)[C:13]3([CH2:23][O:22][C:21]4[CH:24]=[C:25]5[C:29](=[CH:30][C:20]3=4)[CH2:28][CH2:27][O:26]5)[C:12]2=[O:31])[CH2:6][CH2:5]1)[CH3:1]. The yield is 0.760.